This data is from Forward reaction prediction with 1.9M reactions from USPTO patents (1976-2016). The task is: Predict the product of the given reaction. (1) Given the reactants [CH3:1][C:2]1[NH:3][C:4]2[C:9]([CH:10]=1)=[C:8]([C:11]([F:14])([F:13])[F:12])[C:7]([C:15]#[N:16])=[CH:6][CH:5]=2.Br[CH2:18][CH2:19][O:20][C:21]1[CH:22]=[CH:23][C:24]([F:27])=[N:25][CH:26]=1, predict the reaction product. The product is: [F:27][C:24]1[N:25]=[CH:26][C:21]([O:20][CH2:19][CH2:18][N:3]2[C:4]3[C:9](=[C:8]([C:11]([F:12])([F:14])[F:13])[C:7]([C:15]#[N:16])=[CH:6][CH:5]=3)[CH:10]=[C:2]2[CH3:1])=[CH:22][CH:23]=1. (2) Given the reactants [Cl:1][C:2]1[CH:3]=[CH:4][C:5]([N:11]2[CH:15]=[N:14][N:13]=[N:12]2)=[C:6]([CH:10]=1)[C:7](O)=[O:8].[Cl-].[NH4+].Cl.C[N:20](C)CCCN=C=NCC.C1C=NC2N(O)N=NC=2C=1.CCN(C(C)C)C(C)C, predict the reaction product. The product is: [Cl:1][C:2]1[CH:3]=[CH:4][C:5]([N:11]2[CH:15]=[N:14][N:13]=[N:12]2)=[C:6]([CH:10]=1)[C:7]([NH2:20])=[O:8]. (3) Given the reactants [CH3:1][O:2][C:3]1[CH:4]=[C:5]([CH:8]=[C:9]([O:11][CH3:12])[CH:10]=1)[C:6]#N.[CH2:13]([Mg]Br)[CH2:14][CH2:15][CH2:16][CH2:17][CH3:18].C1C[O:24]CC1, predict the reaction product. The product is: [CH3:1][O:2][C:3]1[CH:4]=[C:5]([C:6](=[O:24])[CH2:13][CH2:14][CH2:15][CH2:16][CH2:17][CH3:18])[CH:8]=[C:9]([O:11][CH3:12])[CH:10]=1. (4) Given the reactants [NH2:1][C:2]1[CH:3]=[C:4]([CH2:8][C:9]([OH:11])=[O:10])[CH:5]=[CH:6][CH:7]=1.[CH3:12]O, predict the reaction product. The product is: [CH3:12][O:10][C:9](=[O:11])[CH2:8][C:4]1[CH:5]=[CH:6][CH:7]=[C:2]([NH2:1])[CH:3]=1.